Predict the reactants needed to synthesize the given product. From a dataset of Retrosynthesis with 50K atom-mapped reactions and 10 reaction types from USPTO. (1) Given the product COCCC(=O)N[C@@H]1c2ccccc2C[C@H]1NC(=O)c1cc2cc(Cl)ccc2[nH]1, predict the reactants needed to synthesize it. The reactants are: COCCC(=O)O.N[C@@H]1c2ccccc2C[C@H]1NC(=O)c1cc2cc(Cl)ccc2[nH]1. (2) Given the product CCC(=O)Nc1cc(C(C)(C)C)cc(NC(=O)c2cc3cccc(CN4CCN(C(=O)[C@@H]5CCCN5C)CC4)c3n2C)c1OC, predict the reactants needed to synthesize it. The reactants are: CCC(=O)Cl.COc1c(N)cc(C(C)(C)C)cc1NC(=O)c1cc2cccc(CN3CCN(C(=O)C4CCCN4C)CC3)c2n1C. (3) The reactants are: CC[C@@H]1CN(c2nc3c(N4CCOCC4)nc(-c4cnc(N)nc4)nc3n2CC(F)(F)F)CCN1.C[C@H](O)C(=O)O. Given the product CC[C@@H]1CN(c2nc3c(N4CCOCC4)nc(-c4cnc(N)nc4)nc3n2CC(F)(F)F)CCN1C(=O)[C@H](C)O, predict the reactants needed to synthesize it.